Dataset: Forward reaction prediction with 1.9M reactions from USPTO patents (1976-2016). Task: Predict the product of the given reaction. Given the reactants Cl[C:2]1[N:7]=[N:6][C:5]([NH2:8])=[CH:4][CH:3]=1.Cl.[F:10][C:11]1[CH:16]=[CH:15][C:14]([C:17]([CH:19]2[CH2:24][CH2:23][NH:22][CH2:21][CH2:20]2)=[O:18])=[CH:13][CH:12]=1, predict the reaction product. The product is: [NH2:8][C:5]1[N:6]=[N:7][C:2]([N:22]2[CH2:23][CH2:24][CH:19]([C:17]([C:14]3[CH:15]=[CH:16][C:11]([F:10])=[CH:12][CH:13]=3)=[O:18])[CH2:20][CH2:21]2)=[CH:3][CH:4]=1.